This data is from Reaction yield outcomes from USPTO patents with 853,638 reactions. The task is: Predict the reaction yield, written as a fraction of the theoretical maximum amount of product (1.0 means a 100% yield; for example, 0.34 means a 34% yield). (1) The reactants are C1(P(C2C=CC=CC=2)C2C=CC=CC=2)C=CC=CC=1.C1C=CC(COC(/N=N/C(OCC2C=CC=CC=2)=O)=O)=CC=1.[F:42][C:43]([F:52])([F:51])[C:44]1[CH:49]=[CH:48][C:47]([OH:50])=[CH:46][CH:45]=1.[CH3:53][C:54]1[O:58][C:57]([CH2:59][CH2:60]O)=[CH:56][CH:55]=1. The yield is 0.440. The product is [CH3:53][C:54]1[O:58][C:57]([CH2:59][CH2:60][O:50][C:47]2[CH:46]=[CH:45][C:44]([C:43]([F:51])([F:52])[F:42])=[CH:49][CH:48]=2)=[CH:56][CH:55]=1. The catalyst is C1COCC1. (2) The reactants are [Cl:1][C:2]1[CH:3]=[C:4]2[C:13](=[C:14]3[C:19]=1[CH:18]=[CH:17][CH:16]=[N:15]3)[NH:12][S:11](=[O:21])(=[O:20])[C:10]1[C:5]2=[CH:6][C:7](F)=[CH:8][CH:9]=1.[CH2:23]([NH2:30])[C:24]1[CH:29]=[CH:28][CH:27]=[CH:26][CH:25]=1. The catalyst is CN1C(=O)CCC1. The product is [CH2:23]([NH:30][C:7]1[CH:6]=[C:5]2[C:10]([S:11](=[O:21])(=[O:20])[NH:12][C:13]3[C:4]2=[CH:3][C:2]([Cl:1])=[C:19]2[C:14]=3[N:15]=[CH:16][CH:17]=[CH:18]2)=[CH:9][CH:8]=1)[C:24]1[CH:29]=[CH:28][CH:27]=[CH:26][CH:25]=1. The yield is 0.420. (3) The reactants are [CH3:1][C:2]1[O:6][N:5]=[C:4]([C:7]2[CH:12]=[CH:11][CH:10]=[CH:9][CH:8]=2)[C:3]=1[CH2:13][O:14][C:15]1[CH:23]=[CH:22][C:18]([C:19]([OH:21])=O)=[CH:17][N:16]=1.Cl.[NH:25]1[CH2:28][CH:27]([OH:29])[CH2:26]1.O.ON1C2C=CC=CC=2N=N1.C(N(C(C)C)C(C)C)C. The catalyst is C1COCC1. The product is [OH:29][CH:27]1[CH2:28][N:25]([C:19]([C:18]2[CH:17]=[N:16][C:15]([O:14][CH2:13][C:3]3[C:4]([C:7]4[CH:8]=[CH:9][CH:10]=[CH:11][CH:12]=4)=[N:5][O:6][C:2]=3[CH3:1])=[CH:23][CH:22]=2)=[O:21])[CH2:26]1. The yield is 0.910. (4) The reactants are [F:1][CH2:2][CH2:3][O:4][CH:5]1[C:10](=O)[CH2:9][CH2:8][N:7]([C:12]([O:14][C:15]([CH3:18])([CH3:17])[CH3:16])=[O:13])[CH2:6]1.[CH2:19]([NH2:26])[C:20]1[CH:25]=[CH:24][CH:23]=[CH:22][CH:21]=1.C(O[BH-](OC(=O)C)OC(=O)C)(=O)C.[Na+]. The catalyst is ClCCCl. The product is [CH2:19]([NH:26][C@H:10]1[CH2:9][CH2:8][N:7]([C:12]([O:14][C:15]([CH3:18])([CH3:17])[CH3:16])=[O:13])[CH2:6][C@H:5]1[O:4][CH2:3][CH2:2][F:1])[C:20]1[CH:25]=[CH:24][CH:23]=[CH:22][CH:21]=1. The yield is 0.770. (5) The reactants are [C:1]1([C@@H:7]([NH:19][C:20]2[CH:25]=[CH:24][CH:23]=[CH:22][CH:21]=2)[C:8]([O:10][C@@H:11]2[CH:16]3[CH2:17][CH2:18][N:13]([CH2:14][CH2:15]3)[CH2:12]2)=[O:9])[CH:6]=[CH:5][CH:4]=[CH:3][CH:2]=1.[Br:26][CH2:27][C:28]([C:30]1[CH:35]=[CH:34][C:33]([N:36]([CH2:39][CH3:40])[CH2:37][CH3:38])=[CH:32][CH:31]=1)=[O:29]. The catalyst is CCOC(C)=O. The product is [Br-:26].[CH2:39]([N:36]([CH2:37][CH3:38])[C:33]1[CH:34]=[CH:35][C:30]([C:28](=[O:29])[CH2:27][N+:13]23[CH2:14][CH2:15][CH:16]([CH2:17][CH2:18]2)[C@@H:11]([O:10][C:8](=[O:9])[C@@H:7]([C:1]2[CH:2]=[CH:3][CH:4]=[CH:5][CH:6]=2)[NH:19][C:20]2[CH:25]=[CH:24][CH:23]=[CH:22][CH:21]=2)[CH2:12]3)=[CH:31][CH:32]=1)[CH3:40]. The yield is 0.960. (6) The reactants are [CH:1]1([CH2:6][CH:7]([C:11]2[CH:16]=[CH:15][C:14]([N+:17]([O-:19])=[O:18])=[CH:13][CH:12]=2)[C:8]([OH:10])=O)[CH2:5][CH2:4][CH2:3][CH2:2]1.C(Cl)(=O)C(Cl)=O.[NH2:26][C:27]1[CH:32]=[CH:31][CH:30]=[CH:29][N:28]=1.C(N(CC)C(C)C)(C)C. The catalyst is C(Cl)Cl.CN(C)C=O.O1CCCC1. The product is [CH:1]1([CH2:6][CH:7]([C:11]2[CH:16]=[CH:15][C:14]([N+:17]([O-:19])=[O:18])=[CH:13][CH:12]=2)[C:8]([NH:26][C:27]2[CH:32]=[CH:31][CH:30]=[CH:29][N:28]=2)=[O:10])[CH2:2][CH2:3][CH2:4][CH2:5]1. The yield is 0.409. (7) The reactants are [Cl-].[CH3:2][O:3][CH2:4][P+](C1C=CC=CC=1)(C1C=CC=CC=1)C1C=CC=CC=1.[Li+].C[Si]([N-][Si](C)(C)C)(C)C.[Cl:34][C:35]1[CH:42]=[C:41]([C:43]2[CH:48]=[CH:47][C:46]([Cl:49])=[CH:45][CH:44]=2)[CH:40]=[CH:39][C:36]=1[CH:37]=O.[NH4+].[Cl-]. The catalyst is C1COCC1. The product is [Cl:34][C:35]1[CH:42]=[C:41]([C:43]2[CH:48]=[CH:47][C:46]([Cl:49])=[CH:45][CH:44]=2)[CH:40]=[CH:39][C:36]=1/[CH:37]=[CH:2]/[O:3][CH3:4]. The yield is 0.740. (8) The reactants are [OH:1][C:2]1[CH:3]=[C:4]([C:20]([NH:22][CH2:23][C:24]2[CH:29]=[CH:28][C:27]([S:30]([CH:33]([CH3:35])[CH3:34])(=[O:32])=[O:31])=[CH:26][CH:25]=2)=[O:21])[C:5](=[O:19])[N:6]([C:9]2[CH:14]=[CH:13][CH:12]=[C:11]([C:15]([F:18])([F:17])[F:16])[CH:10]=2)[C:7]=1[CH3:8].C(=O)([O-])[O-].[Cs+].[Cs+].[Br:42][C:43](Br)(C)[CH3:44]. The catalyst is CN(C=O)C. The product is [Br:42][CH2:43][CH2:44][O:1][C:2]1[CH:3]=[C:4]([C:20]([NH:22][CH2:23][C:24]2[CH:25]=[CH:26][C:27]([S:30]([CH:33]([CH3:35])[CH3:34])(=[O:31])=[O:32])=[CH:28][CH:29]=2)=[O:21])[C:5](=[O:19])[N:6]([C:9]2[CH:14]=[CH:13][CH:12]=[C:11]([C:15]([F:16])([F:18])[F:17])[CH:10]=2)[C:7]=1[CH3:8]. The yield is 0.160. (9) The reactants are [CH3:1][O:2][C:3]1[C:8]([O:9][CH3:10])=[CH:7][CH:6]=[CH:5][C:4]=1[OH:11].F[C:13]1[CH:18]=[CH:17][CH:16]=[C:15]([F:19])[C:14]=1[N+:20]([O-:22])=[O:21].COC1C(OC)=CC=CC=1OC1C=CC=C(F)C=1N.NC1SC=CN=1. The catalyst is COC1C(OC)=CC=CC=1OC1C=CC=C(F)C=1NC(NC1SC=CN=1)=O. The product is [CH3:1][O:2][C:3]1[C:8]([O:9][CH3:10])=[CH:7][CH:6]=[CH:5][C:4]=1[O:11][C:13]1[CH:18]=[CH:17][CH:16]=[C:15]([F:19])[C:14]=1[N+:20]([O-:22])=[O:21]. The yield is 0.720.